Dataset: Forward reaction prediction with 1.9M reactions from USPTO patents (1976-2016). Task: Predict the product of the given reaction. (1) Given the reactants [OH-].[Na+].[F:3][C:4]1[CH:5]=[C:6]([CH:28]=[C:29]([C:31]([F:34])([F:33])[F:32])[CH:30]=1)[CH2:7][C:8]1[S:9][C:10]2[C:16]([C:17]3[CH:18]=[C:19]([CH:25]=[CH:26][CH:27]=3)[C:20](OCC)=[O:21])=[CH:15][CH:14]=[CH:13][C:11]=2[CH:12]=1.Cl.CC[N:38]=C=NCCCN(C)C.C1C=CC2N(O)N=NC=2C=1.N, predict the reaction product. The product is: [F:3][C:4]1[CH:5]=[C:6]([CH:28]=[C:29]([C:31]([F:34])([F:33])[F:32])[CH:30]=1)[CH2:7][C:8]1[S:9][C:10]2[C:16]([C:17]3[CH:18]=[C:19]([CH:25]=[CH:26][CH:27]=3)[C:20]([NH2:38])=[O:21])=[CH:15][CH:14]=[CH:13][C:11]=2[CH:12]=1. (2) Given the reactants [NH:1]1[C:9]2[C:4](=[CH:5][CH:6]=[C:7]([CH:10]([C:16]3[CH:21]=[CH:20][C:19]([Cl:22])=[CH:18][CH:17]=3)[CH2:11][C:12]([NH:14][CH3:15])=O)[CH:8]=2)[CH:3]=[CH:2]1.N1C2C(=CC=CC=2C(C2C=CC=CC=2)CCNC)C=C1, predict the reaction product. The product is: [ClH:22].[NH:1]1[C:9]2[C:4](=[CH:5][CH:6]=[C:7]([CH:10]([C:16]3[CH:17]=[CH:18][C:19]([Cl:22])=[CH:20][CH:21]=3)[CH2:11][CH2:12][NH:14][CH3:15])[CH:8]=2)[CH:3]=[CH:2]1.